Dataset: Forward reaction prediction with 1.9M reactions from USPTO patents (1976-2016). Task: Predict the product of the given reaction. (1) Given the reactants [CH3:1][N:2]1[N:8]=[C:7]([OH:9])[C:5](=[O:6])[N:4]=[C:3]1[S:10][CH2:11][C:12]1[CH2:33][S:32][C@@H:15]2[C@H:16]([NH:19][C:20](/[C:22](/[C:26]3[N:30]=[C:29]([NH2:31])[S:28][CH:27]=3)=[N:23]\[O:24][CH3:25])=[O:21])[C:17](=[O:18])[N:14]2[C:13]=1[C:34]([OH:36])=[O:35].C(N(CC)CC)C.O.O.O.C([O-])(=O)C.[Na+:51], predict the reaction product. The product is: [CH3:1][N:2]1[N:8]=[C:7]([OH:9])[C:5](=[O:6])[N:4]=[C:3]1[S:10][CH2:11][C:12]1[CH2:33][S:32][C@@H:15]2[C@H:16]([NH:19][C:20](/[C:22](/[C:26]3[N:30]=[C:29]([NH2:31])[S:28][CH:27]=3)=[N:23]\[O:24][CH3:25])=[O:21])[C:17](=[O:18])[N:14]2[C:13]=1[C:34]([O-:36])=[O:35].[Na+:51]. (2) Given the reactants [C:1]([Si:5]([CH3:26])([CH3:25])[O:6][C@@H:7]1[CH2:11][C:10](=[O:12])[C:9]([CH2:13]/[CH:14]=[CH:15]\[CH2:16][CH2:17][CH2:18][C:19]([O:21][CH:22]([CH3:24])[CH3:23])=[O:20])=[CH:8]1)([CH3:4])([CH3:3])[CH3:2].[C:27]1(/[CH:33]=[CH:34]/B(O)O)[CH:32]=[CH:31][CH:30]=[CH:29][CH:28]=1.[OH-].[K+], predict the reaction product. The product is: [C:1]([Si:5]([CH3:25])([CH3:26])[O:6][C@@H:7]1[CH2:11][C:10](=[O:12])[CH:9]([CH2:13]/[CH:14]=[CH:15]\[CH2:16][CH2:17][CH2:18][C:19]([O:21][CH:22]([CH3:23])[CH3:24])=[O:20])[C@H:8]1[CH:34]=[CH:33][C:27]1[CH:32]=[CH:31][CH:30]=[CH:29][CH:28]=1)([CH3:3])([CH3:4])[CH3:2]. (3) Given the reactants ClC1C=C(C(OO)=[O:9])C=CC=1.[OH:12][CH2:13][CH:14]1[CH2:20][O:19][CH2:18][CH2:17][N:16]([C:21]([O:23][C:24]([CH3:27])([CH3:26])[CH3:25])=[O:22])[CH2:15]1.CC[CH2:30][CH2:31][CH2:32][CH3:33], predict the reaction product. The product is: [CH:32]1([CH2:33][O:12][CH2:13][C:14]2([OH:9])[CH2:20][O:19][CH2:18][CH2:17][N:16]([C:21]([O:23][C:24]([CH3:27])([CH3:26])[CH3:25])=[O:22])[CH2:15]2)[CH2:30][CH2:31]1. (4) Given the reactants [CH3:1][N:2]([CH3:11])[S:3]([N:6]1[CH:10]=[CH:9][CH:8]=[N:7]1)(=[O:5])=[O:4].C([O-])(=O)C.[K+].[B:17]1([B:17]2[O:21][C:20]([CH3:23])([CH3:22])[C:19]([CH3:25])([CH3:24])[O:18]2)[O:21][C:20]([CH3:23])([CH3:22])[C:19]([CH3:25])([CH3:24])[O:18]1.CS(C)=O, predict the reaction product. The product is: [CH3:1][N:2]([CH3:11])[S:3]([N:6]1[CH:10]=[C:9]([B:17]2[O:21][C:20]([CH3:23])([CH3:22])[C:19]([CH3:25])([CH3:24])[O:18]2)[CH:8]=[N:7]1)(=[O:4])=[O:5].